Dataset: Full USPTO retrosynthesis dataset with 1.9M reactions from patents (1976-2016). Task: Predict the reactants needed to synthesize the given product. (1) Given the product [CH3:1][O:7][C:8]1[CH:9]=[CH:10][C:11]([CH2:14][CH2:15][CH:16]([CH2:21][CH2:22][CH2:23][C:24]2[CH:25]=[CH:26][CH:27]=[CH:28][CH:29]=2)[C:17]([O:19][CH3:20])=[O:18])=[CH:12][CH:13]=1, predict the reactants needed to synthesize it. The reactants are: [C:1]([O-])([O-])=O.[K+].[K+].[OH:7][C:8]1[CH:13]=[CH:12][C:11]([CH2:14][CH2:15][CH:16]([CH2:21][CH2:22][CH2:23][C:24]2[CH:29]=[CH:28][CH:27]=[CH:26][CH:25]=2)[C:17]([O:19][CH3:20])=[O:18])=[CH:10][CH:9]=1.CI.O. (2) Given the product [C:7]([O:6][C:4](=[O:11])[NH:5][CH:15]([S:29]([C:23]1[CH:28]=[CH:27][CH:26]=[CH:25][CH:24]=1)(=[O:31])=[O:30])[C:14]1[CH:17]=[CH:18][C:19]([C:21]#[N:22])=[CH:20][C:13]=1[Br:12])([CH3:10])([CH3:9])[CH3:8], predict the reactants needed to synthesize it. The reactants are: C(O)=O.[C:4](=[O:11])([O:6][C:7]([CH3:10])([CH3:9])[CH3:8])[NH2:5].[Br:12][C:13]1[CH:20]=[C:19]([C:21]#[N:22])[CH:18]=[CH:17][C:14]=1[CH:15]=O.[C:23]1([S:29]([O-:31])=[O:30])[CH:28]=[CH:27][CH:26]=[CH:25][CH:24]=1.[Na+]. (3) Given the product [S:1]1[CH2:5][CH2:4][N:3]2[C:8]([CH:9]=[O:10])=[CH:11][N:6]=[C:2]12, predict the reactants needed to synthesize it. The reactants are: [S:1]1[CH2:5][CH2:4][N:3]=[C:2]1[NH2:6].Br[C:8](=[CH:11]OC(C)C)[CH:9]=[O:10].C1(N2C(C=O)=CN=C2C)CC1. (4) Given the product [C:1]12([CH:11]([NH:16][C:17]3[C:22]([F:23])=[CH:21][N:20]=[C:19]([C:24]4[C:32]5[C:27](=[N:28][CH:29]=[C:30]([Cl:34])[CH:31]=5)[NH:26][CH:25]=4)[N:18]=3)[CH2:12][C:13]([OH:15])=[O:14])[CH2:10][CH:5]3[CH2:6][CH:7]([CH2:9][CH:3]([CH2:4]3)[CH2:2]1)[CH2:8]2, predict the reactants needed to synthesize it. The reactants are: [C:1]12([CH:11]([NH:16][C:17]3[C:22]([F:23])=[CH:21][N:20]=[C:19]([C:24]4[C:32]5[C:27](=[N:28][CH:29]=[C:30](F)[CH:31]=5)[NH:26][CH:25]=4)[N:18]=3)[CH2:12][C:13]([OH:15])=[O:14])[CH2:10][CH:5]3[CH2:6][CH:7]([CH2:9][CH:3]([CH2:4]3)[CH2:2]1)[CH2:8]2.[Cl:34]C1C=C2C(B3OC(C)(C)C(C)(C)O3)=CN(S(C3C=CC(C)=CC=3)(=O)=O)C2=NC=1.FC1C=C2C(B3OC(C)(C)C(C)(C)O3)=CN(S(C3C=CC(C)=CC=3)(=O)=O)C2=NC=1.C(O)=O. (5) The reactants are: [CH2:1]([O:3][C:4]([C:6]1[N:7]([C:23]2[CH:28]=[CH:27][C:26]([O:29][CH:30]([CH3:32])[CH3:31])=[CH:25][CH:24]=2)[C:8]2[C:13]([CH:14]=1)=[CH:12][CH:11]=[C:10]([O:15]CC1C=CC=CC=1)[CH:9]=2)=[O:5])[CH3:2]. Given the product [CH2:1]([O:3][C:4]([C:6]1[N:7]([C:23]2[CH:28]=[CH:27][C:26]([O:29][CH:30]([CH3:31])[CH3:32])=[CH:25][CH:24]=2)[C:8]2[C:13]([CH:14]=1)=[CH:12][CH:11]=[C:10]([OH:15])[CH:9]=2)=[O:5])[CH3:2], predict the reactants needed to synthesize it. (6) Given the product [NH2:25][C:26]1[C:35]2[C:30](=[CH:31][CH:32]=[C:33]([NH:36][C:37]([C@@H:39]3[CH2:43][CH2:42][CH2:41][N:40]3[C:22](=[O:23])[CH2:21][NH:20][C:1]([C:2]3[CH:7]=[CH:6][CH:5]=[CH:4][CH:3]=3)([C:14]3[CH:19]=[CH:18][CH:17]=[CH:16][CH:15]=3)[C:8]3[CH:13]=[CH:12][CH:11]=[CH:10][CH:9]=3)=[O:38])[CH:34]=2)[N:29]=[CH:28][N:27]=1, predict the reactants needed to synthesize it. The reactants are: [C:1]([NH:20][CH2:21][C:22](O)=[O:23])([C:14]1[CH:19]=[CH:18][CH:17]=[CH:16][CH:15]=1)([C:8]1[CH:13]=[CH:12][CH:11]=[CH:10][CH:9]=1)[C:2]1[CH:7]=[CH:6][CH:5]=[CH:4][CH:3]=1.[NH2:25][C:26]1[C:35]2[C:30](=[CH:31][CH:32]=[C:33]([NH:36][C:37]([C@@H:39]3[CH2:43][CH2:42][CH2:41][NH:40]3)=[O:38])[CH:34]=2)[N:29]=[CH:28][N:27]=1.C1C=CC2N(O)N=NC=2C=1.CN1CCOCC1.C(Cl)CCl. (7) Given the product [C:9]([O:12][C@@H:13]1[C@@H:18]([O:19][C:20](=[O:22])[CH3:21])[C@H:17]([O:23][C:24](=[O:26])[CH3:25])[C@@H:16]([CH2:27][O:28][C:29](=[O:31])[CH3:30])[O:15][C@H:14]1[O:32][C:33]1[C:37]([CH2:38][C:39]2[CH:44]=[CH:43][C:42]([O:45][CH2:46][CH2:47][CH2:48][NH:49][S:2](=[O:4])(=[O:3])[NH2:5])=[CH:41][CH:40]=2)=[C:36]([CH:50]([CH3:52])[CH3:51])[NH:35][N:34]=1)(=[O:11])[CH3:10], predict the reactants needed to synthesize it. The reactants are: Cl[S:2]([N:5]=C=O)(=[O:4])=[O:3].O.[C:9]([O:12][C@@H:13]1[C@@H:18]([O:19][C:20](=[O:22])[CH3:21])[C@H:17]([O:23][C:24](=[O:26])[CH3:25])[C@@H:16]([CH2:27][O:28][C:29](=[O:31])[CH3:30])[O:15][C@H:14]1[O:32][C:33]1[C:37]([CH2:38][C:39]2[CH:44]=[CH:43][C:42]([O:45][CH2:46][CH2:47][CH2:48][NH2:49])=[CH:41][CH:40]=2)=[C:36]([CH:50]([CH3:52])[CH3:51])[NH:35][N:34]=1)(=[O:11])[CH3:10].C(N(CC)CC)C. (8) Given the product [CH2:1]([N:3]1[C:21]2[C:12]3=[CH:13][C:14]4[CH:15]=[CH:16][N:17]([CH3:20])[C:18]=4[CH:19]=[C:11]3[CH:10]=[CH:9][CH2:8][C:7]=2[C:6]([OH:22])=[C:5]([C:23]([OH:25])=[O:24])[C:4]1=[O:27])[CH3:2], predict the reactants needed to synthesize it. The reactants are: [CH2:1]([N:3]1[C:21]2[C:12]3=[CH:13][C:14]4[CH:15]=[CH:16][N:17]([CH3:20])[C:18]=4[CH:19]=[C:11]3[CH:10]=[CH:9][CH2:8][C:7]=2[C:6]([OH:22])=[C:5]([C:23]([O:25]C)=[O:24])[C:4]1=[O:27])[CH3:2].[Li+].[I-].Cl. (9) Given the product [CH2:20]([O:12][C:8]1[CH:9]=[N:10][C:11]2[C:6]([CH:7]=1)=[CH:5][CH:4]=[N:3][C:2]=2[Cl:1])[C:21]#[C:22][CH3:23], predict the reactants needed to synthesize it. The reactants are: [Cl:1][C:2]1[N:3]=[CH:4][CH:5]=[C:6]2[C:11]=1[N:10]=[CH:9][C:8]([OH:12])=[CH:7]2.C(=O)([O-])[O-].[Cs+].[Cs+].Br[CH2:20][C:21]#[C:22][CH3:23].